This data is from Kinase inhibitor binding affinity data with 442 proteins and 68 drugs (Kd values). The task is: Regression. Given a target protein amino acid sequence and a drug SMILES string, predict the binding affinity score between them. We predict pKd (pKd = -log10(Kd in M); higher means stronger binding). Dataset: davis. (1) The target protein (BLK) has sequence MGLVSSKKPDKEKPIKEKDKGQWSPLKVSAQDKDAPPLPPLVVFNHLTPPPPDEHLDEDKHFVVALYDYTAMNDRDLQMLKGEKLQVLKGTGDWWLARSLVTGREGYVPSNFVARVESLEMERWFFRSQGRKEAERQLLAPINKAGSFLIRESETNKGAFSLSVKDVTTQGELIKHYKIRCLDEGGYYISPRITFPSLQALVQHYSKKGDGLCQRLTLPCVRPAPQNPWAQDEWEIPRQSLRLVRKLGSGQFGEVWMGYYKNNMKVAIKTLKEGTMSPEAFLGEANVMKALQHERLVRLYAVVTKEPIYIVTEYMARGCLLDFLKTDEGSRLSLPRLIDMSAQIAEGMAYIERMNSIHRDLRAANILVSEALCCKIADFGLARIIDSEYTAQEGAKFPIKWTAPEAIHFGVFTIKADVWSFGVLLMEVVTYGRVPYPGMSNPEVIRNLERGYRMPRPDTCPPELYRGVIAECWRSRPEERPTFDCTPGRVTRPLCAASFV.... The drug is COc1cc2c(Nc3ccc(Br)cc3F)ncnc2cc1OCC1CCN(C)CC1. The pKd is 7.2. (2) The compound is Cc1cc2c(F)c(Oc3ncnn4cc(OCC(C)O)c(C)c34)ccc2[nH]1. The target protein (MEK3) has sequence MESPASSQPASMPQSKGKSKRKKDLRISCMSKPPAPNPTPPRNLDSRTFITIGDRNFEVEADDLVTISELGRGAYGVVEKVRHAQSGTIMAVKRIRATVNSQEQKRLLMDLDINMRTVDCFYTVTFYGALFREGDVWICMELMDTSLDKFYRKVLDKNMTIPEDILGEIAVSIVRALEHLHSKLSVIHRDVKPSNVLINKEGHVKMCDFGISGYLVDSVAKTMDAGCKPYMAPERINPELNQKGYNVKSDVWSLGITMIEMAILRFPYESWGTPFQQLKQVVEEPSPQLPADRFSPEFVDFTAQCLRKNPAERMSYLELMEHPFFTLHKTKKTDIAAFVKEILGEDS. The pKd is 5.0. (3) The compound is CN(C)CC1CCn2cc(c3ccccc32)C2=C(C(=O)NC2=O)c2cn(c3ccccc23)CCO1. The target protein (CDC2L2) has sequence EESEEEEEEEEEEEEETGSNSEEASEQSAEEVSEEEMSEDEERENENHLLVVPESRFDRDSGESEEAEEEVGEGTPQSSALTEGDYVPDSPALLPIELKQELPKYLPALQGCRSVEEFQCLNRIEEGTYGVVYRAKDKKTDEIVALKRLKMEKEKEGFPITSLREINTILKAQHPNIVTVREIVVGSNMDKIYIVMNYVEHDLKSLMETMKQPFLPGEVKTLMIQLLRGVKHLHDNWILHRDLKTSNLLLSHAGILKVGDFGLAREYGSPLKAYTPVVVTQWYRAPELLLGAKEYSTAVDMWSVGCIFGELLTQKPLFPGNSEIDQINKVFKELGTPSEKIWPGYSELPVVKKMTFSEHPYNNLRKRFGALLSDQGFDLMNKFLTYFPGRRISAEDGLKHEYFRETPLPIDPSMFPTWPAKSEQQRVKRGTSPRPPEGGLGYSQLGDDDLKETGFHLTTTNQGASAAGPGFSLKF. The pKd is 5.0.